Dataset: Full USPTO retrosynthesis dataset with 1.9M reactions from patents (1976-2016). Task: Predict the reactants needed to synthesize the given product. (1) The reactants are: [C:1]([O:5][C:6]([N:8]1[CH2:13][C@@H:12]([C:14]([O:16][CH3:17])=[O:15])[CH2:11][C@@H:10]([C:18]([OH:20])=[O:19])[CH2:9]1)=[O:7])([CH3:4])([CH3:3])[CH3:2].C1([C@@H](N)C)C=CC=CC=1. Given the product [C:1]([O:5][C:6]([N:8]1[CH2:13][C@H:12]([C:14]([O:16][CH3:17])=[O:15])[CH2:11][C@H:10]([C:18]([OH:20])=[O:19])[CH2:9]1)=[O:7])([CH3:4])([CH3:2])[CH3:3], predict the reactants needed to synthesize it. (2) The reactants are: [NH2:1][C:2]1[CH:3]=[C:4]([C:23]2[CH:28]=[CH:27][CH:26]=[C:25]([F:29])[CH:24]=2)[CH:5]=[CH:6][C:7]=1[C:8]([NH:10][C@H:11]([C:19]([O:21][CH3:22])=[O:20])[C@@H:12]([CH3:18])[O:13][C:14]([CH3:17])([CH3:16])[CH3:15])=[O:9].[Br:30][C:31]1[CH:32]=[C:33]([CH3:41])[C:34]([N:38]=[C:39]=[O:40])=[C:35]([CH3:37])[CH:36]=1. Given the product [Br:30][C:31]1[CH:36]=[C:35]([CH3:37])[C:34]([NH:38][C:39]([NH:1][C:2]2[CH:3]=[C:4]([C:23]3[CH:28]=[CH:27][CH:26]=[C:25]([F:29])[CH:24]=3)[CH:5]=[CH:6][C:7]=2[C:8]([NH:10][C@H:11]([C:19]([O:21][CH3:22])=[O:20])[C@@H:12]([CH3:18])[O:13][C:14]([CH3:17])([CH3:15])[CH3:16])=[O:9])=[O:40])=[C:33]([CH3:41])[CH:32]=1, predict the reactants needed to synthesize it. (3) Given the product [Br:30][C:25]1[CH:26]=[CH:27][C:28]([O:29][CH2:5][C:6]([F:9])([F:8])[F:7])=[CH:23][CH:24]=1, predict the reactants needed to synthesize it. The reactants are: S(C1C=CC(C)=CC=1)(O[CH2:5][C:6]([F:9])([F:8])[F:7])(=O)=O.C([O-])([O-])=O.[K+].[K+].[CH:23]1[C:28]([OH:29])=[CH:27][CH:26]=[C:25]([Br:30])[CH:24]=1.